From a dataset of Catalyst prediction with 721,799 reactions and 888 catalyst types from USPTO. Predict which catalyst facilitates the given reaction. (1) Reactant: [N:1]12[CH2:8][CH2:7][CH:4]([CH2:5][CH2:6]1)[CH:3]([NH:9][C:10]1[CH:11]=[C:12]3[C:16](=[CH:17][CH:18]=1)[NH:15][N:14]=[CH:13]3)[CH2:2]2.[ClH:19].C(OCC)C.C(OCC)C. Product: [ClH:19].[ClH:19].[N:1]12[CH2:6][CH2:5][CH:4]([CH2:7][CH2:8]1)[CH:3]([NH:9][C:10]1[CH:11]=[C:12]3[C:16](=[CH:17][CH:18]=1)[NH:15][N:14]=[CH:13]3)[CH2:2]2. The catalyst class is: 5. (2) Reactant: [F:1][C:2]1[CH:3]=[C:4]([CH:7]=[CH:8][C:9]=1F)[CH:5]=[O:6].[CH3:11][C:12]1[N:13]=[CH:14][NH:15][CH:16]=1.C(=O)([O-])[O-].[K+].[K+].C(OCC)(=O)C. Product: [F:1][C:2]1[CH:3]=[C:4]([CH:7]=[CH:8][C:9]=1[N:15]1[CH:16]=[C:12]([CH3:11])[N:13]=[CH:14]1)[CH:5]=[O:6]. The catalyst class is: 18.